Dataset: Reaction yield outcomes from USPTO patents with 853,638 reactions. Task: Predict the reaction yield, written as a fraction of the theoretical maximum amount of product (1.0 means a 100% yield; for example, 0.34 means a 34% yield). (1) The product is [NH2:30][C:27]1[S:26][C:25]([S:22]([NH:21][C:19]([NH:18][C:15]2[CH:16]=[CH:17][C:12]([N:11]3[C:10](=[O:33])[C:9]4[C:4](=[CH:5][CH:6]=[CH:7][CH:8]=4)[NH:3][C:2]3=[O:1])=[CH:13][CH:14]=2)=[O:20])(=[O:23])=[O:24])=[CH:29][CH:28]=1. The yield is 0.330. The catalyst is CO.[Pd]. The reactants are [O:1]=[C:2]1[N:11]([C:12]2[CH:17]=[CH:16][C:15]([NH:18][C:19]([NH:21][S:22]([C:25]3[S:26][C:27]([N+:30]([O-])=O)=[CH:28][CH:29]=3)(=[O:24])=[O:23])=[O:20])=[CH:14][CH:13]=2)[C:10](=[O:33])[C:9]2[C:4](=[CH:5][CH:6]=[CH:7][CH:8]=2)[NH:3]1.C(N(CC)CC)C. (2) The reactants are [Cl:1][C:2]1[CH:3]=[C:4]([C:8]([OH:10])=O)[NH:5][C:6]=1[CH3:7].[NH2:11][C@@H:12]1[CH2:17][CH2:16][N:15]([C:18]([O:20][CH3:21])=[O:19])[CH2:14][C@@H:13]1[CH3:22].C1C=CC2N(O)N=NC=2C=1.CN1CCOCC1.CCN=C=NCCCN(C)C.Cl. The catalyst is ClCCl. The product is [Cl:1][C:2]1[CH:3]=[C:4]([C:8]([NH:11][C@@H:12]2[CH2:17][CH2:16][N:15]([C:18]([O:20][CH3:21])=[O:19])[CH2:14][C@@H:13]2[CH3:22])=[O:10])[NH:5][C:6]=1[CH3:7]. The yield is 0.460. (3) The reactants are [N:1]1[CH:2]=[N:3][N:4]2[CH:9]=[C:8]([CH:10]=O)[CH:7]=[CH:6][C:5]=12.C1(OP([CH:28](NC2C=CC=CC=2)[C:29]2[CH:34]=[CH:33][N:32]=[C:31]([CH3:35])[N:30]=2)(=O)OC2C=CC=CC=2)C=CC=CC=1.C([O-])([O-])=[O:44].[Cs+].[Cs+].Cl. The catalyst is C(OC)(C)(C)C.CC(O)C.C1COCC1. The product is [CH3:35][C:31]1[N:30]=[C:29]([C:28](=[O:44])[CH2:10][C:8]2[CH:7]=[CH:6][C:5]3[N:4]([N:3]=[CH:2][N:1]=3)[CH:9]=2)[CH:34]=[CH:33][N:32]=1. The yield is 0.970. (4) The reactants are [CH2:1]([C:5]1[N:6]=[C:7]([CH3:27])[NH:8][C:9](=[O:26])[C:10]=1[CH2:11][C:12]1[CH:17]=[CH:16][C:15]([C:18]2[C:19]([C:24]#[N:25])=[CH:20][CH:21]=[CH:22][CH:23]=2)=[CH:14][CH:13]=1)[CH2:2][CH2:3][CH3:4].N(C(N1CCCCC1)=O)=NC(N1CCCCC1)=O.C(P(CCCC)CCCC)CCC.[CH3:59][C:60]1[CH:61]=[CH:62][C:63]2[S:67][C:66]([CH2:68]O)=[CH:65][C:64]=2[CH:70]=1. The catalyst is C(OCC)(=O)C.O1CCCC1. The product is [CH2:1]([C:5]1[N:6]=[C:7]([CH3:27])[N:8]([CH2:68][C:66]2[S:67][C:63]3[CH:62]=[CH:61][C:60]([CH3:59])=[CH:70][C:64]=3[CH:65]=2)[C:9](=[O:26])[C:10]=1[CH2:11][C:12]1[CH:17]=[CH:16][C:15]([C:18]2[C:19]([C:24]#[N:25])=[CH:20][CH:21]=[CH:22][CH:23]=2)=[CH:14][CH:13]=1)[CH2:2][CH2:3][CH3:4]. The yield is 0.440. (5) The yield is 0.580. The catalyst is C(OCC)(=O)C. The product is [CH2:1]([C:5]1[N:6]=[C:7]([CH3:27])[N:8]([CH2:36][C:37]2[CH:42]=[CH:41][C:40]([F:43])=[CH:39][CH:38]=2)[C:9](=[O:26])[C:10]=1[CH2:11][C:12]1[CH:17]=[CH:16][C:15]([C:18]2[C:19]([C:24]#[N:25])=[CH:20][CH:21]=[CH:22][CH:23]=2)=[CH:14][CH:13]=1)[CH2:2][CH2:3][CH3:4]. The reactants are [CH2:1]([C:5]1[N:6]=[C:7]([CH3:27])[NH:8][C:9](=[O:26])[C:10]=1[CH2:11][C:12]1[CH:17]=[CH:16][C:15]([C:18]2[C:19]([C:24]#[N:25])=[CH:20][CH:21]=[CH:22][CH:23]=2)=[CH:14][CH:13]=1)[CH2:2][CH2:3][CH3:4].[H-].[Na+].CN(C)C=O.Br[CH2:36][C:37]1[CH:42]=[CH:41][C:40]([F:43])=[CH:39][CH:38]=1. (6) The reactants are [CH2:1]([NH:8][C:9]1[C:18]2[CH2:17]C[CH2:15][CH2:14][C:13]=2[N:12]=[C:11]([Cl:19])[N:10]=1)[C:2]1[CH:7]=[CH:6][CH:5]=[CH:4][CH:3]=1.[NH4+].[Cl-].C([OH:24])C. The catalyst is [Fe]. The product is [CH2:1]([NH:8][C:9]1[C:18]2[CH2:17][O:24][CH2:15][CH2:14][C:13]=2[N:12]=[C:11]([Cl:19])[N:10]=1)[C:2]1[CH:7]=[CH:6][CH:5]=[CH:4][CH:3]=1. The yield is 0.970. (7) The reactants are [CH3:1][O:2][C:3]1[CH:8]=[CH:7][C:6]([N:9]2[CH2:14][CH2:13][N:12]([C:15]3[C:16]([CH3:38])=[C:17]([CH3:37])[C:18]4[O:22][C:21]([CH2:24][N:25]5[CH2:34][CH2:33][C:28]6(OCC[O:29]6)[CH2:27][CH2:26]5)([CH3:23])[CH2:20][C:19]=4[C:35]=3[CH3:36])[CH2:11][CH2:10]2)=[CH:5][CH:4]=1.Cl.C(OCC)(=O)C.Cl.O.C(=O)(O)[O-].[Na+]. The catalyst is C(OCC)(=O)C. The product is [CH3:1][O:2][C:3]1[CH:4]=[CH:5][C:6]([N:9]2[CH2:10][CH2:11][N:12]([C:15]3[C:16]([CH3:38])=[C:17]([CH3:37])[C:18]4[O:22][C:21]([CH2:24][N:25]5[CH2:34][CH2:33][C:28](=[O:29])[CH2:27][CH2:26]5)([CH3:23])[CH2:20][C:19]=4[C:35]=3[CH3:36])[CH2:13][CH2:14]2)=[CH:7][CH:8]=1. The yield is 0.500. (8) The reactants are [CH:1]1([N:4]2[C:8]3[N:9]=[C:10]([C:19]4[CH:25]=[CH:24][C:22]([NH2:23])=[CH:21][CH:20]=4)[N:11]=[C:12]([N:13]4[CH2:18][CH2:17][O:16][CH2:15][CH2:14]4)[C:7]=3[N:6]=[N:5]2)[CH2:3][CH2:2]1.CCN(CC)CC.[N:33]([C:36]1[CH:37]=[N:38][CH:39]=[CH:40][CH:41]=1)=[C:34]=[O:35]. The catalyst is C(Cl)(Cl)Cl. The product is [CH:1]1([N:4]2[C:8]3[N:9]=[C:10]([C:19]4[CH:25]=[CH:24][C:22]([NH:23][C:34]([NH:33][C:36]5[CH:37]=[N:38][CH:39]=[CH:40][CH:41]=5)=[O:35])=[CH:21][CH:20]=4)[N:11]=[C:12]([N:13]4[CH2:18][CH2:17][O:16][CH2:15][CH2:14]4)[C:7]=3[N:6]=[N:5]2)[CH2:3][CH2:2]1. The yield is 0.550.